This data is from Forward reaction prediction with 1.9M reactions from USPTO patents (1976-2016). The task is: Predict the product of the given reaction. (1) Given the reactants Br[C:2]1[CH:19]=[CH:18][C:5]([C:6]([NH:8][CH2:9][C:10]2[CH:15]=[CH:14][CH:13]=[C:12]([O:16][CH3:17])[CH:11]=2)=[O:7])=[CH:4][CH:3]=1.[N:20]1[CH:25]=[CH:24][C:23](B(O)O)=[CH:22][CH:21]=1.C(=O)([O-])[O-].[Na+].[Na+].COCCOC, predict the reaction product. The product is: [CH3:17][O:16][C:12]1[CH:11]=[C:10]([CH:15]=[CH:14][CH:13]=1)[CH2:9][NH:8][C:6](=[O:7])[C:5]1[CH:18]=[CH:19][C:2]([C:23]2[CH:24]=[CH:25][N:20]=[CH:21][CH:22]=2)=[CH:3][CH:4]=1. (2) Given the reactants [F:1][CH:2]([F:31])[C:3]1[CH:7]=[C:6]([CH:8]([F:10])[F:9])[N:5]([CH2:11][C:12]([N:14]2[CH2:19][CH2:18][C:17]([C:21]3[S:22][CH:23]=[C:24]([C:26]([O:28]CC)=[O:27])[N:25]=3)([F:20])[CH2:16][CH2:15]2)=[O:13])[N:4]=1.O.[OH-].[Li+], predict the reaction product. The product is: [F:31][CH:2]([F:1])[C:3]1[CH:7]=[C:6]([CH:8]([F:10])[F:9])[N:5]([CH2:11][C:12]([N:14]2[CH2:15][CH2:16][C:17]([C:21]3[S:22][CH:23]=[C:24]([C:26]([OH:28])=[O:27])[N:25]=3)([F:20])[CH2:18][CH2:19]2)=[O:13])[N:4]=1. (3) Given the reactants [Cl:1][C:2]1[C:7]([N+:8]([O-:10])=[O:9])=[C:6]([NH2:11])[CH:5]=[C:4]([Cl:12])[N:3]=1.[C:13](O[C:13]([O:15][C:16]([CH3:19])([CH3:18])[CH3:17])=[O:14])([O:15][C:16]([CH3:19])([CH3:18])[CH3:17])=[O:14].[Li+].C[Si]([N-][Si](C)(C)C)(C)C, predict the reaction product. The product is: [Cl:1][C:2]1[C:7]([N+:8]([O-:10])=[O:9])=[C:6]([NH:11][C:13](=[O:14])[O:15][C:16]([CH3:19])([CH3:18])[CH3:17])[CH:5]=[C:4]([Cl:12])[N:3]=1. (4) Given the reactants [CH2:1]([NH2:8])[C:2]1[CH:7]=[CH:6][CH:5]=[CH:4][CH:3]=1.[CH3:9][C:10]1[CH:15]=[CH:14][C:13]([C:16]2[N:17]=[C:18]([C:29](O)=[O:30])[N:19]([CH3:28])[C:20]=2[C:21]2[CH:26]=[CH:25][C:24]([CH3:27])=[CH:23][CH:22]=2)=[CH:12][CH:11]=1, predict the reaction product. The product is: [CH2:1]([NH:8][C:29]([C:18]1[N:19]([CH3:28])[C:20]([C:21]2[CH:26]=[CH:25][C:24]([CH3:27])=[CH:23][CH:22]=2)=[C:16]([C:13]2[CH:12]=[CH:11][C:10]([CH3:9])=[CH:15][CH:14]=2)[N:17]=1)=[O:30])[C:2]1[CH:7]=[CH:6][CH:5]=[CH:4][CH:3]=1. (5) Given the reactants [CH:1]1[C:10]2[C:5](=[CH:6][CH:7]=[CH:8][CH:9]=2)[CH:4]=[CH:3][C:2]=1[CH2:11][N:12]1[CH2:17][CH2:16][N:15]([CH2:18][C:19]([O:21]CC)=O)[CH2:14][CH2:13]1.[NH2:24][NH2:25], predict the reaction product. The product is: [CH:1]1[C:10]2[C:5](=[CH:6][CH:7]=[CH:8][CH:9]=2)[CH:4]=[CH:3][C:2]=1[CH2:11][N:12]1[CH2:17][CH2:16][N:15]([CH2:18][C:19]([NH:24][NH2:25])=[O:21])[CH2:14][CH2:13]1. (6) Given the reactants Br[C:2]1[CH:7]=[CH:6][CH:5]=[CH:4][C:3]=1[CH2:8][CH2:9][NH:10][C:11]([CH:13]1[CH2:18][CH:17]([CH3:19])[CH2:16][CH2:15][CH:14]1[CH:20]([CH3:22])[CH3:21])=[O:12].[C:23]([Cu])#[N:24], predict the reaction product. The product is: [C:23]([C:2]1[CH:7]=[CH:6][CH:5]=[CH:4][C:3]=1[CH2:8][CH2:9][NH:10][C:11]([CH:13]1[CH2:18][CH:17]([CH3:19])[CH2:16][CH2:15][CH:14]1[CH:20]([CH3:22])[CH3:21])=[O:12])#[N:24].